This data is from Catalyst prediction with 721,799 reactions and 888 catalyst types from USPTO. The task is: Predict which catalyst facilitates the given reaction. (1) Reactant: Cl.[CH:2]12[NH:9][CH:6]([CH2:7][CH2:8]1)[CH2:5][CH:4]([C:10]1[CH:11]=[C:12]([CH:21]=[CH:22][C:23]=1[F:24])[CH2:13][NH:14][C:15](=[O:20])[C:16]([F:19])([F:18])[F:17])[CH2:3]2.[CH3:25][O:26][CH2:27][CH2:28][N:29]1[C:37]2[C:32](=[CH:33][CH:34]=[CH:35][C:36]=2[CH3:38])[C:31]([C:39](O)=[O:40])=[CH:30]1.CCN=C=NCCCN(C)C.Cl. Product: [F:19][C:16]([F:17])([F:18])[C:15]([NH:14][CH2:13][C:12]1[CH:21]=[CH:22][C:23]([F:24])=[C:10]([CH:4]2[CH2:3][CH:2]3[N:9]([C:39]([C:31]4[C:32]5[C:37](=[C:36]([CH3:38])[CH:35]=[CH:34][CH:33]=5)[N:29]([CH2:28][CH2:27][O:26][CH3:25])[CH:30]=4)=[O:40])[CH:6]([CH2:7][CH2:8]3)[CH2:5]2)[CH:11]=1)=[O:20]. The catalyst class is: 2. (2) Reactant: [Cl:1][C:2]1[CH:23]=[CH:22][CH:21]=[CH:20][C:3]=1[C:4]([NH:6][C:7]1[C:8](Cl)=[N:9][C:10]([CH3:18])=[N:11][C:12]=1[NH:13][C@H:14]([CH3:17])[CH2:15][OH:16])=O.[CH3:24][N:25]1[CH2:30][CH2:29][NH:28][CH2:27][CH2:26]1.C(N(C(C)C)CC)(C)C. Product: [Cl:1][C:2]1[CH:23]=[CH:22][CH:21]=[CH:20][C:3]=1[C:4]1[N:13]([C@H:14]([CH3:17])[CH2:15][OH:16])[C:12]2[C:7]([N:6]=1)=[C:8]([N:28]1[CH2:29][CH2:30][N:25]([CH3:24])[CH2:26][CH2:27]1)[N:9]=[C:10]([CH3:18])[N:11]=2. The catalyst class is: 41. (3) Reactant: [NH2:1][C@@H:2]1[CH2:7][CH2:6][N:5]([C:8]2[C:9]([Cl:41])=[C:10]([NH:16][C:17]3[N:22]=[C:21]([N:23]([CH:33]4[CH2:35][CH2:34]4)[CH2:24][C:25]4[CH:30]=[CH:29][C:28]([O:31][CH3:32])=[CH:27][CH:26]=4)[C:20]4=[N:36][CH:37]=[C:38]([C:39]#[N:40])[N:19]4[N:18]=3)[CH:11]=[C:12]([C:14]#[N:15])[CH:13]=2)[CH2:4][C@H:3]1[O:42][Si:43]([C:46]([CH3:49])([CH3:48])[CH3:47])([CH3:45])[CH3:44].C1N=CN([C:55]([N:57]2[CH:61]=N[CH:59]=[CH:58]2)=[O:56])C=1.N1CC[O:65][CH2:64]C1. Product: [Si:43]([O:42][C@H:3]1[C@H:2]([NH:1][C:55]([N:57]2[CH2:58][CH2:59][O:65][CH2:64][CH2:61]2)=[O:56])[CH2:7][CH2:6][N:5]([C:8]2[CH:13]=[C:12]([C:14]#[N:15])[CH:11]=[C:10]([NH:16][C:17]3[N:22]=[C:21]([N:23]([CH:33]4[CH2:34][CH2:35]4)[CH2:24][C:25]4[CH:26]=[CH:27][C:28]([O:31][CH3:32])=[CH:29][CH:30]=4)[C:20]4=[N:36][CH:37]=[C:38]([C:39]#[N:40])[N:19]4[N:18]=3)[C:9]=2[Cl:41])[CH2:4]1)([C:46]([CH3:49])([CH3:48])[CH3:47])([CH3:45])[CH3:44]. The catalyst class is: 1.